Dataset: Forward reaction prediction with 1.9M reactions from USPTO patents (1976-2016). Task: Predict the product of the given reaction. (1) Given the reactants OC(C(F)(F)F)=O.[NH:8]1[CH2:12][CH2:11][CH:10]([O:13][C:14]2[CH:19]=[CH:18][CH:17]=[CH:16][C:15]=2[NH:20][C:21]2[C:22]3[CH:29]=[CH:28][S:27][C:23]=3[N:24]=[CH:25][N:26]=2)[CH2:9]1.CCN(C(C)C)C(C)C.[CH3:39][S:40](Cl)(=[O:42])=[O:41], predict the reaction product. The product is: [CH3:39][S:40]([N:8]1[CH2:12][CH2:11][CH:10]([O:13][C:14]2[CH:19]=[CH:18][CH:17]=[CH:16][C:15]=2[NH:20][C:21]2[C:22]3[CH:29]=[CH:28][S:27][C:23]=3[N:24]=[CH:25][N:26]=2)[CH2:9]1)(=[O:42])=[O:41]. (2) Given the reactants [C:1]([C:5]1[CH:14]=[C:13]2[C:8]([C:9](=O)[C:10]([C:15]([O:17][CH2:18][CH3:19])=[O:16])=[CH:11][NH:12]2)=[CH:7][CH:6]=1)([CH3:4])([CH3:3])[CH3:2].O=P(Cl)(Cl)[Cl:23], predict the reaction product. The product is: [C:1]([C:5]1[CH:14]=[C:13]2[C:8]([C:9]([Cl:23])=[C:10]([C:15]([O:17][CH2:18][CH3:19])=[O:16])[CH:11]=[N:12]2)=[CH:7][CH:6]=1)([CH3:4])([CH3:3])[CH3:2]. (3) Given the reactants Cl[C:2]1[N:11]=[C:10]([NH:12][CH2:13][CH:14]([C:20]2[CH:25]=[CH:24][CH:23]=[CH:22][CH:21]=2)[N:15]2[CH2:19][CH2:18][CH2:17][CH2:16]2)[C:9]2[C:4](=[CH:5][CH:6]=[CH:7][CH:8]=2)[N:3]=1.[N:26]1[CH:27]=[CH:28][N:29]2[CH:34]=[C:33](B(O)O)[CH:32]=[CH:31][C:30]=12.N1C=CN2C=C(C3N=C(NCC(C4C=CC=CC=4)C4NC=CC=4)C4C(=CC=CC=4)N=3)C=CC=12, predict the reaction product. The product is: [N:26]1[CH:27]=[CH:28][N:29]2[CH:34]=[C:33]([C:2]3[N:11]=[C:10]([NH:12][CH2:13][CH:14]([C:20]4[CH:25]=[CH:24][CH:23]=[CH:22][CH:21]=4)[N:15]4[CH2:19][CH2:18][CH2:17][CH2:16]4)[C:9]4[C:4](=[CH:5][CH:6]=[CH:7][CH:8]=4)[N:3]=3)[CH:32]=[CH:31][C:30]=12. (4) Given the reactants [C:1]([O:5][C:6]([NH:8][C@H:9]([C:30]([O:32][C:33]([CH3:36])([CH3:35])[CH3:34])=[O:31])[CH2:10][C@H:11]([CH2:19][C:20]1[CH:25]=[CH:24][C:23]([CH2:26][CH2:27][CH2:28]O)=[CH:22][N:21]=1)[C:12]([O:14][C:15]([CH3:18])([CH3:17])[CH3:16])=[O:13])=[O:7])([CH3:4])([CH3:3])[CH3:2].C(N(CC)CC)C.[F:44]C(F)(S(F)(=O)=O)C(F)(F)C(F)(F)C(F)(F)F.F.F.F.C(N(CC)CC)C, predict the reaction product. The product is: [C:1]([O:5][C:6]([NH:8][C@H:9]([C:30]([O:32][C:33]([CH3:36])([CH3:35])[CH3:34])=[O:31])[CH2:10][C@H:11]([CH2:19][C:20]1[CH:25]=[CH:24][C:23]([CH2:26][CH2:27][CH2:28][F:44])=[CH:22][N:21]=1)[C:12]([O:14][C:15]([CH3:18])([CH3:17])[CH3:16])=[O:13])=[O:7])([CH3:4])([CH3:3])[CH3:2]. (5) Given the reactants [CH2:1]([N:13]1[C:21]2[CH:20]=[CH:19][CH:18]=[CH:17][C:16]=2[C:15]2[N:22]=[C:23]([S:33][CH2:34][C:35]([O:37]C(C)(C)C)=[O:36])[N:24]([C:27]3[CH:32]=[CH:31][CH:30]=[CH:29][CH:28]=3)[C:25](=[O:26])[C:14]1=2)[CH2:2][CH2:3][CH2:4][CH2:5][CH2:6][CH2:7][CH2:8][CH2:9][CH2:10][CH2:11][CH3:12].FC(F)(F)C(O)=O, predict the reaction product. The product is: [CH2:1]([N:13]1[C:21]2[CH:20]=[CH:19][CH:18]=[CH:17][C:16]=2[C:15]2[N:22]=[C:23]([S:33][CH2:34][C:35]([OH:37])=[O:36])[N:24]([C:27]3[CH:32]=[CH:31][CH:30]=[CH:29][CH:28]=3)[C:25](=[O:26])[C:14]1=2)[CH2:2][CH2:3][CH2:4][CH2:5][CH2:6][CH2:7][CH2:8][CH2:9][CH2:10][CH2:11][CH3:12]. (6) Given the reactants [F:1][C:2]1[CH:3]=[C:4]([NH:8][C:9]([NH:11][C:12]2[CH:17]=[CH:16][C:15]([N+:18]([O-])=O)=[CH:14][C:13]=2[CH3:21])=[O:10])[CH:5]=[CH:6][CH:7]=1.[H][H], predict the reaction product. The product is: [NH2:18][C:15]1[CH:16]=[CH:17][C:12]([NH:11][C:9]([NH:8][C:4]2[CH:5]=[CH:6][CH:7]=[C:2]([F:1])[CH:3]=2)=[O:10])=[C:13]([CH3:21])[CH:14]=1.